Dataset: Catalyst prediction with 721,799 reactions and 888 catalyst types from USPTO. Task: Predict which catalyst facilitates the given reaction. (1) Reactant: [OH:1][CH2:2][CH2:3][NH:4][CH2:5][CH2:6][NH:7][C:8]([C@:10]12[CH2:45][CH2:44][C@@H:43]([C:46]([CH2:48][O:49][CH2:50][CH2:51][N:52]3[CH2:57][CH2:56][O:55][CH2:54][CH2:53]3)=[CH2:47])[C@@H:11]1[C@@H:12]1[C@@:25]([CH3:28])([CH2:26][CH2:27]2)[C@@:24]2([CH3:29])[C@@H:15]([C@:16]3([CH3:42])[C@@H:21]([CH2:22][CH2:23]2)[C:20]([CH3:31])([CH3:30])[C:19]([C:32]2[CH:41]=[CH:40][C:35]([C:36]([O:38]C)=[O:37])=[CH:34][CH:33]=2)=[CH:18][CH2:17]3)[CH2:14][CH2:13]1)=[O:9].[OH-].[Na+]. Product: [OH:1][CH2:2][CH2:3][NH:4][CH2:5][CH2:6][NH:7][C:8]([C@:10]12[CH2:45][CH2:44][C@@H:43]([C:46]([CH2:48][O:49][CH2:50][CH2:51][N:52]3[CH2:53][CH2:54][O:55][CH2:56][CH2:57]3)=[CH2:47])[C@@H:11]1[C@@H:12]1[C@@:25]([CH3:28])([CH2:26][CH2:27]2)[C@@:24]2([CH3:29])[C@@H:15]([C@:16]3([CH3:42])[C@@H:21]([CH2:22][CH2:23]2)[C:20]([CH3:30])([CH3:31])[C:19]([C:32]2[CH:41]=[CH:40][C:35]([C:36]([OH:38])=[O:37])=[CH:34][CH:33]=2)=[CH:18][CH2:17]3)[CH2:14][CH2:13]1)=[O:9]. The catalyst class is: 12. (2) Reactant: C[Si]([C:5]#[C:6][C:7]1[CH:8]=[CH:9][C:10]([NH2:13])=[N:11][CH:12]=1)(C)C.CO.C(=O)([O-])[O-].[K+].[K+]. Product: [C:6]([C:7]1[CH:8]=[CH:9][C:10]([NH2:13])=[N:11][CH:12]=1)#[CH:5]. The catalyst class is: 7. (3) Reactant: [C:1]([O:10]C)(=O)[C:2]1[C:3](=[CH:5][CH:6]=[CH:7][CH:8]=1)[SH:4].[C:12]([C:14]1[N:19]=[C:18]([C:20]([N:22]([CH2:28][CH2:29][CH3:30])[C:23]([N:25]([CH3:27])[CH3:26])=[O:24])=[O:21])[CH:17]=[CH:16][CH:15]=1)#[N:13].C(N(CC)CC)C. Product: [CH3:27][N:25]([CH3:26])[C:23]([N:22]([C:20]([C:18]1[CH:17]=[CH:16][CH:15]=[C:14]([C:12]2[S:4][C:3]3[CH:5]=[CH:6][CH:7]=[CH:8][C:2]=3[C:1](=[O:10])[N:13]=2)[N:19]=1)=[O:21])[CH2:28][CH2:29][CH3:30])=[O:24]. The catalyst class is: 11. (4) Product: [F:8][C:9]1[C:14]([CH2:15][NH:7][C:4]2[CH:3]=[C:2]([CH3:1])[O:6][N:5]=2)=[C:13]([F:17])[CH:12]=[CH:11][C:10]=1[NH:18][S:19]([CH2:22][CH2:23][CH3:24])(=[O:21])=[O:20]. Reactant: [CH3:1][C:2]1[O:6][N:5]=[C:4]([NH2:7])[CH:3]=1.[F:8][C:9]1[C:14]([CH:15]=O)=[C:13]([F:17])[CH:12]=[CH:11][C:10]=1[NH:18][S:19]([CH2:22][CH2:23][CH3:24])(=[O:21])=[O:20].C([SiH](CC)CC)C.FC(F)(F)C(O)=O. The catalyst class is: 10.